Task: Regression. Given a peptide amino acid sequence and an MHC pseudo amino acid sequence, predict their binding affinity value. This is MHC class II binding data.. Dataset: Peptide-MHC class II binding affinity with 134,281 pairs from IEDB (1) The peptide sequence is IASLFAAAGLAAAAP. The MHC is HLA-DQA10101-DQB10501 with pseudo-sequence HLA-DQA10101-DQB10501. The binding affinity (normalized) is 0.0676. (2) The peptide sequence is LVDANGTLHDKKSMG. The MHC is HLA-DQA10501-DQB10201 with pseudo-sequence HLA-DQA10501-DQB10201. The binding affinity (normalized) is 0. (3) The peptide sequence is LEMVCFHEFLSSKLN. The MHC is DRB1_0101 with pseudo-sequence DRB1_0101. The binding affinity (normalized) is 0.730. (4) The binding affinity (normalized) is 0.423. The peptide sequence is TNHLSKCQFDHVNTL. The MHC is DRB4_0101 with pseudo-sequence DRB4_0103.